From a dataset of Forward reaction prediction with 1.9M reactions from USPTO patents (1976-2016). Predict the product of the given reaction. Given the reactants [CH3:1][C:2]([OH:6])([C:4]#[CH:5])[CH3:3].[CH2:7]([Li])CCC.[CH3:12][C:13](=[O:16])[CH2:14]C, predict the reaction product. The product is: [CH3:12][C:13]([OH:16])([C:5]#[C:4][C:2]([CH3:3])([OH:6])[CH2:1][CH3:7])[CH3:14].